Dataset: CYP3A4 inhibition data for predicting drug metabolism from PubChem BioAssay. Task: Regression/Classification. Given a drug SMILES string, predict its absorption, distribution, metabolism, or excretion properties. Task type varies by dataset: regression for continuous measurements (e.g., permeability, clearance, half-life) or binary classification for categorical outcomes (e.g., BBB penetration, CYP inhibition). Dataset: cyp3a4_veith. The molecule is O=C(O)[C@H]1O[C@H]1C(=O)O. The result is 0 (non-inhibitor).